This data is from Forward reaction prediction with 1.9M reactions from USPTO patents (1976-2016). The task is: Predict the product of the given reaction. (1) Given the reactants P(Br)(Br)[Br:2].CN(C)[CH:7]=[O:8].[Cl:10][C:11]1[CH:20]=[C:19]2[C:14]([CH2:15][CH2:16][C:17](=O)[CH2:18]2)=[CH:13][CH:12]=1.C(=O)(O)[O-].[Na+], predict the reaction product. The product is: [Br:2][C:17]1[CH2:16][CH2:15][C:14]2[C:19](=[CH:20][C:11]([Cl:10])=[CH:12][CH:13]=2)[C:18]=1[CH:7]=[O:8]. (2) The product is: [Cl:1][C:2]1[C:3]([F:20])=[CH:4][C:5]([F:19])=[C:6]([S:8]([N:11]([CH2:33][O:32][CH2:30][CH3:31])[C:12]2[N:13]=[CH:14][C:15]([F:18])=[CH:16][N:17]=2)(=[O:10])=[O:9])[CH:7]=1. Given the reactants [Cl:1][C:2]1[C:3]([F:20])=[CH:4][C:5]([F:19])=[C:6]([S:8]([NH:11][C:12]2[N:17]=[CH:16][C:15]([F:18])=[CH:14][N:13]=2)(=[O:10])=[O:9])[CH:7]=1.C(N(CC)C(C)C)(C)C.[CH2:30]([O:32][CH2:33]Cl)[CH3:31], predict the reaction product. (3) Given the reactants [CH3:1][O:2][N:3]=[CH:4][C:5]1[CH:10]=[CH:9][C:8]([F:11])=[CH:7][C:6]=1[F:12].C([BH3-])#N.[Na+], predict the reaction product. The product is: [F:12][C:6]1[CH:7]=[C:8]([F:11])[CH:9]=[CH:10][C:5]=1[CH2:4][NH:3][O:2][CH3:1].